From a dataset of Full USPTO retrosynthesis dataset with 1.9M reactions from patents (1976-2016). Predict the reactants needed to synthesize the given product. (1) Given the product [CH:20]([C:18]1[N:19]=[C:15]([C:13]2[CH:2]=[C:1]([OH:3])[C:4]3[C:5](=[CH:6][C:7]([O:10][CH3:11])=[CH:8][CH:9]=3)[N:12]=2)[S:16][CH:17]=1)([CH3:22])[CH3:21], predict the reactants needed to synthesize it. The reactants are: [C:1]([C:4]1[CH:9]=[CH:8][C:7]([O:10][CH3:11])=[CH:6][C:5]=1[NH:12][C:13]([C:15]1[S:16][CH:17]=[C:18]([CH:20]([CH3:22])[CH3:21])[N:19]=1)=O)(=[O:3])[CH3:2].CC(C)([O-])C.[K+]. (2) Given the product [Br:1][C:2]1[CH:3]=[CH:4][CH:5]=[C:6]([CH2:8][Cl:13])[N:7]=1, predict the reactants needed to synthesize it. The reactants are: [Br:1][C:2]1[N:7]=[C:6]([CH2:8]O)[CH:5]=[CH:4][CH:3]=1.S(Cl)([Cl:13])(=O)=O. (3) Given the product [CH3:36][O:37][CH2:38][CH2:39][N:40]1[CH2:45][CH2:44][N:43]([C:2]2[N:7]=[C:6]([O:8][C:9]3[CH:35]=[CH:34][CH:33]=[CH:32][C:10]=3[CH2:11][NH:12][C:13]([NH:15][C:16]3[N:20]([C:21]4[CH:22]=[CH:23][C:24]([CH3:27])=[CH:25][CH:26]=4)[N:19]=[C:18]([C:28]([CH3:29])([CH3:31])[CH3:30])[CH:17]=3)=[O:14])[CH:5]=[CH:4][N:3]=2)[CH2:42][CH2:41]1, predict the reactants needed to synthesize it. The reactants are: Cl[C:2]1[N:7]=[C:6]([O:8][C:9]2[CH:35]=[CH:34][CH:33]=[CH:32][C:10]=2[CH2:11][NH:12][C:13]([NH:15][C:16]2[N:20]([C:21]3[CH:26]=[CH:25][C:24]([CH3:27])=[CH:23][CH:22]=3)[N:19]=[C:18]([C:28]([CH3:31])([CH3:30])[CH3:29])[CH:17]=2)=[O:14])[CH:5]=[CH:4][N:3]=1.[CH3:36][O:37][CH2:38][CH2:39][N:40]1[CH2:45][CH2:44][NH:43][CH2:42][CH2:41]1.C(N(CC)C(C)C)(C)C.C(=O)(O)[O-].[Na+]. (4) Given the product [Br:1][C:2]1[CH:3]=[CH:4][C:5]([C:8]2[O:12][N:11]=[C:10]([CH3:13])[C:9]=2[NH:19][C:22]([NH:45][C:41]([CH3:44])([CH3:43])[CH3:42])=[O:31])=[CH:6][CH:7]=1, predict the reactants needed to synthesize it. The reactants are: [Br:1][C:2]1[CH:7]=[CH:6][C:5]([C:8]2[O:12][N:11]=[C:10]([CH3:13])[C:9]=2C(O)=O)=[CH:4][CH:3]=1.C([N:19]([CH2:22]C)CC)C.C1(P(N=[N+]=[N-])(C2C=CC=CC=2)=[O:31])C=CC=CC=1.[C:41]([NH2:45])([CH3:44])([CH3:43])[CH3:42]. (5) Given the product [Na+:55].[Na+:55].[Na+:55].[CH2:25]([P:19]([CH2:18][P:11](=[O:10])([O-:17])[O-:12])([OH:21])=[O:20])[CH2:26][CH2:27][CH2:28][CH2:29][CH2:30][CH2:31][CH2:32][CH2:33][CH2:34][CH2:35][CH2:36][CH2:37][CH2:38][CH2:39][CH2:40][CH3:41], predict the reactants needed to synthesize it. The reactants are: Br[Si](C)(C)C.CC(O[O:10][P:11]([CH2:18][P:19]([CH2:25][CH2:26][CH2:27][CH2:28][CH2:29][CH2:30][CH2:31][CH2:32][CH2:33][CH2:34][CH2:35][CH2:36][CH2:37][CH2:38][CH2:39][CH2:40][CH3:41])([O:21]C(C)C)=[O:20])(=[O:17])[O:12]OC(C)C)C.C(N(CCCC)CCCC)CCC.[Na+:55].[I-].CC(C)=O. (6) Given the product [CH2:16]([O:23][CH2:24][CH2:25][O:26][C:27]1[CH:34]=[CH:33][C:32]([O:35][CH3:36])=[CH:31][C:28]=1[CH2:29][NH:8][C:6]1[CH:7]=[C:2]([F:1])[CH:3]=[CH:4][C:5]=1[O:9][C:10]1[CH:15]=[CH:14][CH:13]=[CH:12][CH:11]=1)[C:17]1[CH:18]=[CH:19][CH:20]=[CH:21][CH:22]=1, predict the reactants needed to synthesize it. The reactants are: [F:1][C:2]1[CH:3]=[CH:4][C:5]([O:9][C:10]2[CH:15]=[CH:14][CH:13]=[CH:12][CH:11]=2)=[C:6]([NH2:8])[CH:7]=1.[CH2:16]([O:23][CH2:24][CH2:25][O:26][C:27]1[CH:34]=[CH:33][C:32]([O:35][CH3:36])=[CH:31][C:28]=1[CH:29]=O)[C:17]1[CH:22]=[CH:21][CH:20]=[CH:19][CH:18]=1. (7) Given the product [N:3]1[C:11]2[CH:10]=[CH:9][N:8]=[CH:7][C:6]=2[NH:5][C:4]=1[C@H:12]([NH2:22])[CH2:13][C:14]1[CH:19]=[CH:18][C:17]([O:20][CH3:21])=[CH:16][CH:15]=1, predict the reactants needed to synthesize it. The reactants are: N#N.[N:3]1[C:11]2[CH:10]=[CH:9][N:8]=[CH:7][C:6]=2[NH:5][C:4]=1[C@H:12]([NH:22]C(=O)OC(C)(C)C)[CH2:13][C:14]1[CH:19]=[CH:18][C:17]([O:20][CH3:21])=[CH:16][CH:15]=1.Cl. (8) Given the product [CH2:35]([O:34][C:31]1[CH:32]=[CH:33][N:28]([C:25]2[CH:24]=[CH:23][C:22]([CH2:21][NH:20][C:4](=[O:8])[CH2:5][OH:6])=[CH:27][CH:26]=2)[C:29](=[O:43])[C:30]=1[Br:42])[C:36]1[CH:37]=[CH:38][CH:39]=[CH:40][CH:41]=1, predict the reactants needed to synthesize it. The reactants are: N=C=N.[C:4]([OH:8])(=O)[CH2:5][OH:6].ON1C2C=CC=CC=2N=N1.Cl.[NH2:20][CH2:21][C:22]1[CH:27]=[CH:26][C:25]([N:28]2[CH:33]=[CH:32][C:31]([O:34][CH2:35][C:36]3[CH:41]=[CH:40][CH:39]=[CH:38][CH:37]=3)=[C:30]([Br:42])[C:29]2=[O:43])=[CH:24][CH:23]=1.CN=C=O.